Dataset: Full USPTO retrosynthesis dataset with 1.9M reactions from patents (1976-2016). Task: Predict the reactants needed to synthesize the given product. The reactants are: CC1(C)C(C)(C)OB([C:9]2[CH:14]=[CH:13][C:12]([C:15]3[S:16][CH:17]=[CH:18][C:19]=3[NH:20][S:21]([CH:24]([CH3:26])[CH3:25])(=[O:23])=[O:22])=[CH:11][CH:10]=2)O1.[CH3:28][O:29][C:30](=[O:41])[C:31]1[CH:36]=[CH:35][CH:34]=[C:33]([N+:37]([O-:39])=[O:38])[C:32]=1Br.C([O-])([O-])=O.[Na+].[Na+].O1CCOCC1. Given the product [CH3:28][O:29][C:30]([C:31]1[C:32]([C:9]2[CH:10]=[CH:11][C:12]([C:15]3[S:16][CH:17]=[CH:18][C:19]=3[NH:20][S:21]([CH:24]([CH3:25])[CH3:26])(=[O:22])=[O:23])=[CH:13][CH:14]=2)=[C:33]([N+:37]([O-:39])=[O:38])[CH:34]=[CH:35][CH:36]=1)=[O:41], predict the reactants needed to synthesize it.